This data is from Full USPTO retrosynthesis dataset with 1.9M reactions from patents (1976-2016). The task is: Predict the reactants needed to synthesize the given product. (1) Given the product [Br:21][C:17]1[C:18]([F:20])=[CH:19][C:12]2[O:11][CH2:10][CH2:9][C:8]3[S:7][C:6]([C:4]([OH:5])=[O:3])=[N:15][C:14]=3[C:13]=2[CH:16]=1, predict the reactants needed to synthesize it. The reactants are: C([O:3][C:4]([C:6]1[S:7][C:8]2[CH:9](CC)[CH2:10][O:11][C:12]3[CH:19]=[C:18]([F:20])[C:17]([Br:21])=[CH:16][C:13]=3[C:14]=2[N:15]=1)=[O:5])C.O1CCCC1.[Li+].[OH-].Cl. (2) Given the product [Cl:1][C:2]1[N:6]2[CH:7]=[C:8]([C:15]3[CH:19]=[CH:18][O:17][CH:16]=3)[CH:9]=[C:10]([C:11]([F:14])([F:13])[F:12])[C:5]2=[N:4][C:3]=1[C:20]([N:22]1[CH2:26][CH2:25][CH:24]([N:27]([C:28]2[CH:33]=[CH:32][CH:31]=[CH:30][CH:29]=2)[C:41](=[O:43])[CH3:42])[CH2:23]1)=[O:21], predict the reactants needed to synthesize it. The reactants are: [Cl:1][C:2]1[N:6]2[CH:7]=[C:8]([C:15]3[CH:19]=[CH:18][O:17][CH:16]=3)[CH:9]=[C:10]([C:11]([F:14])([F:13])[F:12])[C:5]2=[N:4][C:3]=1[C:20]([N:22]1[CH2:26][CH2:25][CH:24]([NH:27][C:28]2[CH:33]=[CH:32][CH:31]=[CH:30][CH:29]=2)[CH2:23]1)=[O:21].CCN(CC)CC.[C:41](Cl)(=[O:43])[CH3:42]. (3) Given the product [CH:1]1([C:7]2([CH3:14])[C:11](=[O:12])[N:10]([CH2:16][C:17]([C:19]3[CH:24]=[CH:23][CH:22]=[C:21]([F:25])[CH:20]=3)=[O:18])[N:9]=[C:8]2[CH3:13])[CH2:2][CH2:3][CH2:4][CH2:5][CH2:6]1, predict the reactants needed to synthesize it. The reactants are: [CH:1]1([C:7]2([CH3:14])[C:11](=[O:12])[NH:10][N:9]=[C:8]2[CH3:13])[CH2:6][CH2:5][CH2:4][CH2:3][CH2:2]1.Br[CH2:16][C:17]([C:19]1[CH:24]=[CH:23][CH:22]=[C:21]([F:25])[CH:20]=1)=[O:18].